This data is from Catalyst prediction with 721,799 reactions and 888 catalyst types from USPTO. The task is: Predict which catalyst facilitates the given reaction. (1) Reactant: [N+:1]([C:4]1[CH:9]=[CH:8][CH:7]=[CH:6][C:5]=1[C:10](=O)[CH3:11])([O-:3])=[O:2].O.[NH2:14][NH2:15].O. Product: [N+:1]([C:4]1[CH:9]=[CH:8][CH:7]=[CH:6][C:5]=1[C:10](=[N:14][NH2:15])[CH3:11])([O-:3])=[O:2]. The catalyst class is: 8. (2) Reactant: C[O:2][C:3]([C:5]1[C:6]2[N:7]([N:13]=[C:14]([CH2:16][O:17][CH3:18])[CH:15]=2)[C:8]([O:11][CH3:12])=[CH:9][CH:10]=1)=[O:4].[OH-].[K+].O. Product: [CH3:12][O:11][C:8]1[N:7]2[N:13]=[C:14]([CH2:16][O:17][CH3:18])[CH:15]=[C:6]2[C:5]([C:3]([OH:4])=[O:2])=[CH:10][CH:9]=1. The catalyst class is: 5. (3) Reactant: Cl[C:2]1[CH:3]=[CH:4][C:5]2[C:11](=[O:12])[CH2:10][CH2:9][CH2:8][N:7]([C:13]([O:15][C:16]([CH3:19])([CH3:18])[CH3:17])=[O:14])[C:6]=2[N:20]=1.[Cl:21][C:22]1[CH:23]=[C:24](B(O)O)[CH:25]=[CH:26][CH:27]=1.C([O-])([O-])=O.[Cs+].[Cs+]. Product: [Cl:21][C:22]1[CH:27]=[C:26]([C:2]2[CH:3]=[CH:4][C:5]3[C:11](=[O:12])[CH2:10][CH2:9][CH2:8][N:7]([C:13]([O:15][C:16]([CH3:19])([CH3:18])[CH3:17])=[O:14])[C:6]=3[N:20]=2)[CH:25]=[CH:24][CH:23]=1. The catalyst class is: 117. (4) Reactant: CS(Cl)(=O)=O.[Cl:6][C:7]1[CH:8]=[C:9]([CH:27]=[CH:28][C:29]=1[O:30][CH2:31][C:32]1[CH:37]=[CH:36][CH:35]=[C:34]([F:38])[CH:33]=1)[NH:10][C:11]1[C:16]([C:17]#[C:18][C:19]2[N:24]=[C:23]([CH2:25]O)[CH:22]=[CH:21][CH:20]=2)=[CH:15][N:14]=[CH:13][N:12]=1.[NH:39]1[CH2:43][CH2:42][CH2:41][CH2:40]1.O. Product: [Cl:6][C:7]1[CH:8]=[C:9]([NH:10][C:11]2[C:16]([C:17]#[C:18][C:19]3[CH:20]=[CH:21][CH:22]=[C:23]([CH2:25][N:39]4[CH2:43][CH2:42][CH2:41][CH2:40]4)[N:24]=3)=[CH:15][N:14]=[CH:13][N:12]=2)[CH:27]=[CH:28][C:29]=1[O:30][CH2:31][C:32]1[CH:37]=[CH:36][CH:35]=[C:34]([F:38])[CH:33]=1. The catalyst class is: 2. (5) Reactant: [C:1]([C:3]1[CH:4]=[C:5]([C:22]2[N:27]=[CH:26][N:25]=[C:24]([NH:28][C:29]3[CH:34]=[CH:33][C:32]([N:35]4[CH2:40][CH2:39][O:38][CH:37]([C:41]([NH2:43])=[O:42])[CH2:36]4)=[CH:31][CH:30]=3)[N:23]=2)[CH:6]=[CH:7][C:8]=1[O:9][C@H:10]1[CH2:15][CH2:14][N:13]([C:16](=[O:20])[C@@H:17]([OH:19])[CH3:18])[CH2:12][C@H:11]1[F:21])#[N:2]. Product: [C:1]([C:3]1[CH:4]=[C:5]([C:22]2[N:27]=[CH:26][N:25]=[C:24]([NH:28][C:29]3[CH:30]=[CH:31][C:32]([N:35]4[CH2:40][CH2:39][O:38][C@@H:37]([C:41]([NH2:43])=[O:42])[CH2:36]4)=[CH:33][CH:34]=3)[N:23]=2)[CH:6]=[CH:7][C:8]=1[O:9][C@H:10]1[CH2:15][CH2:14][N:13]([C:16](=[O:20])[C@@H:17]([OH:19])[CH3:18])[CH2:12][C@H:11]1[F:21])#[N:2]. The catalyst class is: 382. (6) Reactant: C(N(CC)CC)C.Cl.[CH3:9][O:10][C:11]1[CH:18]=[C:17]([O:19][CH3:20])[CH:16]=[CH:15][C:12]=1[CH2:13][NH2:14].[Br:21][C:22]([CH2:24]Br)=[CH2:23].O. Product: [Br:21][C:22](=[CH2:23])[CH2:24][NH:14][CH2:13][C:12]1[CH:15]=[CH:16][C:17]([O:19][CH3:20])=[CH:18][C:11]=1[O:10][CH3:9]. The catalyst class is: 4. (7) Reactant: [CH3:1][O:2][C:3]1[CH:4]=[C:5]2[C:10](=[CH:11][CH:12]=1)[C:9](=[O:13])[CH:8]([CH2:14][C:15]([O:17][CH2:18][CH3:19])=[O:16])[CH2:7][CH2:6]2.[H-].[Na+].[CH3:22]I. Product: [CH3:1][O:2][C:3]1[CH:4]=[C:5]2[C:10](=[CH:11][CH:12]=1)[C:9](=[O:13])[C:8]([CH2:14][C:15]([O:17][CH2:18][CH3:19])=[O:16])([CH3:22])[CH2:7][CH2:6]2. The catalyst class is: 3. (8) Reactant: B(Br)(Br)Br.C[O:6][C:7]1[CH:8]=[C:9]([C:14]([C@@H:16]2[C@:25]3([CH3:26])[C@H:20]([C:21]([CH3:28])([CH3:27])[CH2:22][CH2:23][CH2:24]3)[CH2:19][C@@H:18]([NH2:29])[C@H:17]2[CH3:30])=[O:15])[CH:10]=[C:11]([CH3:13])[CH:12]=1. Product: [NH2:29][C@@H:18]1[CH2:19][C@@H:20]2[C@:25]([CH3:26])([CH2:24][CH2:23][CH2:22][C:21]2([CH3:27])[CH3:28])[C@@H:16]([C:14]([C:9]2[CH:8]=[C:7]([OH:6])[CH:12]=[C:11]([CH3:13])[CH:10]=2)=[O:15])[C@@H:17]1[CH3:30]. The catalyst class is: 2. (9) Reactant: [O:1]1[C:5]2[CH:6]=[CH:7][CH:8]=[CH:9][C:4]=2[N:3]=[C:2]1[C:10]1[C:11]([N:25]([C:33]([O:35][C:36]([CH3:39])([CH3:38])[CH3:37])=[O:34])[C:26](=[O:32])[O:27][C:28]([CH3:31])([CH3:30])[CH3:29])=[N:12][CH:13]=[C:14](B2OC(C)(C)C(C)(C)O2)[CH:15]=1.Br[C:41]1[C:42]([CH2:59][O:60][CH3:61])=[N:43][N:44]([CH:46]2[CH2:51][CH2:50][N:49]([C:52]([O:54][C:55]([CH3:58])([CH3:57])[CH3:56])=[O:53])[CH2:48][CH2:47]2)[CH:45]=1.C1(P(C2CCCCC2)C2C=CC=CC=2C2C(OC)=CC=CC=2OC)CCCCC1.P([O-])([O-])([O-])=O.[K+].[K+].[K+]. Product: [O:1]1[C:5]2[CH:6]=[CH:7][CH:8]=[CH:9][C:4]=2[N:3]=[C:2]1[C:10]1[CH:15]=[C:14]([C:41]2[C:42]([CH2:59][O:60][CH3:61])=[N:43][N:44]([CH:46]3[CH2:47][CH2:48][N:49]([C:52]([O:54][C:55]([CH3:57])([CH3:58])[CH3:56])=[O:53])[CH2:50][CH2:51]3)[CH:45]=2)[CH:13]=[N:12][C:11]=1[N:25]([C:26]([O:27][C:28]([CH3:31])([CH3:30])[CH3:29])=[O:32])[C:33]([O:35][C:36]([CH3:39])([CH3:37])[CH3:38])=[O:34]. The catalyst class is: 38.